Dataset: CYP2D6 inhibition data for predicting drug metabolism from PubChem BioAssay. Task: Regression/Classification. Given a drug SMILES string, predict its absorption, distribution, metabolism, or excretion properties. Task type varies by dataset: regression for continuous measurements (e.g., permeability, clearance, half-life) or binary classification for categorical outcomes (e.g., BBB penetration, CYP inhibition). Dataset: cyp2d6_veith. (1) The molecule is C[N+](C)(CCCCCC[N+](C)(C)CCCN1C(=O)c2ccccc2C1=O)CCCN1C(=O)c2ccccc2C1=O. The result is 0 (non-inhibitor). (2) The compound is C=CCN=C1CC(C)(C)CC(=O)/C1=C(\O)c1ccccc1. The result is 0 (non-inhibitor).